This data is from Full USPTO retrosynthesis dataset with 1.9M reactions from patents (1976-2016). The task is: Predict the reactants needed to synthesize the given product. (1) Given the product [Cl:1][C:2]1[CH:7]=[C:6](/[CH:8]=[CH:9]/[CH:10]([C:15]2[CH:20]=[C:19]([Cl:21])[C:18]([Cl:22])=[C:17]([Cl:23])[CH:16]=2)[C:11]([F:14])([F:13])[F:12])[CH:5]=[CH:4][C:3]=1[CH2:24][NH:25][C:36]([NH:35][CH2:33][CH3:34])=[S:37], predict the reactants needed to synthesize it. The reactants are: [Cl:1][C:2]1[CH:7]=[C:6](/[CH:8]=[CH:9]/[CH:10]([C:15]2[CH:20]=[C:19]([Cl:21])[C:18]([Cl:22])=[C:17]([Cl:23])[CH:16]=2)[C:11]([F:14])([F:13])[F:12])[CH:5]=[CH:4][C:3]=1[CH2:24][NH2:25].CCN(CC)CC.[CH2:33]([N:35]=[C:36]=[S:37])[CH3:34]. (2) Given the product [O:1]1[CH:5]=[CH:4][CH:3]=[C:2]1[C:6]1[O:7][C:8]([CH3:36])=[C:9]([CH2:11][O:12][C:13]2[CH:33]=[CH:32][C:16]([CH2:17][O:18][C:19]3[CH:23]=[C:22](/[CH:24]=[CH:44]/[C:39]4[CH:40]=[CH:41][CH:42]=[CH:43][N:38]=4)[N:21]([C:26]4[CH:27]=[CH:28][CH:29]=[CH:30][CH:31]=4)[N:20]=3)=[CH:15][C:14]=2[O:34][CH3:35])[N:10]=1, predict the reactants needed to synthesize it. The reactants are: [O:1]1[CH:5]=[CH:4][CH:3]=[C:2]1[C:6]1[O:7][C:8]([CH3:36])=[C:9]([CH2:11][O:12][C:13]2[CH:33]=[CH:32][C:16]([CH2:17][O:18][C:19]3[CH:23]=[C:22]([CH:24]=O)[N:21]([C:26]4[CH:31]=[CH:30][CH:29]=[CH:28][CH:27]=4)[N:20]=3)=[CH:15][C:14]=2[O:34][CH3:35])[N:10]=1.[Cl-].[N:38]1[CH:43]=[CH:42][CH:41]=[CH:40][C:39]=1[CH2:44][P+](C1C=CC=CC=1)(C1C=CC=CC=1)C1C=CC=CC=1.C(=O)([O-])[O-].[K+].[K+].CN(C)C=O. (3) Given the product [CH2:6]([O:13][N:14]1[C:19](=[O:20])[C:18]2[CH:21]=[C:22]([F:26])[C:23]([N:1]3[CH2:5][CH2:4][CH2:3][CH2:2]3)=[N:24][C:17]=2[N:16]([C:27]2[CH:28]=[CH:29][C:30]([O:33][CH3:34])=[CH:31][CH:32]=2)[C:15]1=[O:35])[C:7]1[CH:12]=[CH:11][CH:10]=[CH:9][CH:8]=1, predict the reactants needed to synthesize it. The reactants are: [NH:1]1[CH2:5][CH2:4][CH2:3][CH2:2]1.[CH2:6]([O:13][N:14]1[C:19](=[O:20])[C:18]2[CH:21]=[C:22]([F:26])[C:23](Cl)=[N:24][C:17]=2[N:16]([C:27]2[CH:32]=[CH:31][C:30]([O:33][CH3:34])=[CH:29][CH:28]=2)[C:15]1=[O:35])[C:7]1[CH:12]=[CH:11][CH:10]=[CH:9][CH:8]=1.C(N(CC)CC)C. (4) Given the product [C:1]([O:4][C@H:5]([C:8]#[C:9][C:10]#[C:11][C@H:12]([NH:22][C:36](=[O:37])[C:38]1[CH:46]=[CH:45][CH:44]=[C:40]([CH3:41])[CH:39]=1)[CH2:13][CH2:14][CH2:15][CH2:16][CH2:17][CH2:18][CH2:19][CH2:20][CH3:21])[CH:6]=[CH2:7])(=[O:3])[CH3:2], predict the reactants needed to synthesize it. The reactants are: [C:1]([O:4][C@H:5]([C:8]#[C:9][C:10]#[C:11][C@H:12]([NH2:22])[CH2:13][CH2:14][CH2:15][CH2:16][CH2:17][CH2:18][CH2:19][CH2:20][CH3:21])[CH:6]=[CH2:7])(=[O:3])[CH3:2].C(N(CC)CC)C.C1(C)C([C:36]([C:38]2[CH:39]=[C:40]([CH:44]=[CH:45][CH:46]=2)[C:41](Cl)=O)=[O:37])=CC=CC=1. (5) Given the product [CH3:1][C:2]1[C:12]([N:13]2[CH2:14][CH2:15][N:16]([CH2:41][CH2:40][CH2:39][C:25]3([C:23](=[O:24])[NH:22][CH2:21][C:20]([F:44])([F:19])[F:43])[C:38]4[CH:37]=[CH:36][CH:35]=[CH:34][C:33]=4[O:32][C:31]4[C:26]3=[CH:27][CH:28]=[CH:29][CH:30]=4)[CH2:17][CH2:18]2)=[CH:11][CH:10]=[CH:9][C:3]=1[C:4]([O:6][CH2:7][CH3:8])=[O:5], predict the reactants needed to synthesize it. The reactants are: [CH3:1][C:2]1[C:12]([N:13]2[CH2:18][CH2:17][NH:16][CH2:15][CH2:14]2)=[CH:11][CH:10]=[CH:9][C:3]=1[C:4]([O:6][CH2:7][CH3:8])=[O:5].[F:19][C:20]([F:44])([F:43])[CH2:21][NH:22][C:23]([C:25]1([CH2:39][CH2:40][CH2:41]Br)[C:38]2[CH:37]=[CH:36][CH:35]=[CH:34][C:33]=2[O:32][C:31]2[C:26]1=[CH:27][CH:28]=[CH:29][CH:30]=2)=[O:24]. (6) Given the product [NH2:1][C:2]1[CH:7]=[N:6][C:5]([C:8]2[CH:13]=[CH:12][CH:11]=[C:10]([OH:14])[CH:9]=2)=[CH:4][N:3]=1, predict the reactants needed to synthesize it. The reactants are: [NH2:1][C:2]1[CH:7]=[N:6][C:5]([C:8]2[CH:13]=[CH:12][CH:11]=[C:10]([O:14]C)[CH:9]=2)=[CH:4][N:3]=1.B(Br)(Br)Br.[OH-].[Na+]. (7) Given the product [C:1]1([C:7]2[N:11]([CH2:12][C:13]3[CH:14]=[CH:15][C:16]([C:19]([F:22])([F:21])[F:20])=[CH:17][CH:18]=3)[C:10]([C:23]3[CH:24]=[C:25]4[C:30](=[CH:31][CH:32]=3)[CH:29]=[C:28]([O:33][CH2:35][C:36]#[N:37])[CH:27]=[CH:26]4)=[CH:9][CH:8]=2)[CH:2]=[CH:3][CH:4]=[CH:5][CH:6]=1, predict the reactants needed to synthesize it. The reactants are: [C:1]1([C:7]2[N:11]([CH2:12][C:13]3[CH:18]=[CH:17][C:16]([C:19]([F:22])([F:21])[F:20])=[CH:15][CH:14]=3)[C:10]([C:23]3[CH:24]=[C:25]4[C:30](=[CH:31][CH:32]=3)[CH:29]=[C:28]([OH:33])[CH:27]=[CH:26]4)=[CH:9][CH:8]=2)[CH:6]=[CH:5][CH:4]=[CH:3][CH:2]=1.Br[CH2:35][C:36]#[N:37].C(=O)([O-])[O-].[Cs+].[Cs+]. (8) Given the product [NH2:31][C:30]1[C:25]([C:23]([N:22]=[C:21]([NH2:34])[NH:20][CH2:19][C:8]2([CH2:11][CH2:12][C:13]3[CH:14]=[CH:15][CH:16]=[CH:17][CH:18]=3)[CH2:7][CH2:6][N:5]([CH2:4][C:3]([OH:35])=[O:2])[CH2:10][CH2:9]2)=[O:24])=[N:26][C:27]([Cl:33])=[C:28]([NH2:32])[N:29]=1, predict the reactants needed to synthesize it. The reactants are: C[O:2][C:3](=[O:35])[CH2:4][N:5]1[CH2:10][CH2:9][C:8]([CH2:19][NH:20][C:21]([NH2:34])=[N:22][C:23]([C:25]2[C:30]([NH2:31])=[N:29][C:28]([NH2:32])=[C:27]([Cl:33])[N:26]=2)=[O:24])([CH2:11][CH2:12][C:13]2[CH:18]=[CH:17][CH:16]=[CH:15][CH:14]=2)[CH2:7][CH2:6]1.Cl. (9) Given the product [F:8][C:6]1[CH:5]=[CH:4][C:3]([N+:9]([O-:11])=[O:10])=[C:2]([O:18][C@@H:13]2[CH2:14][CH2:15][CH2:16][CH2:17][C@@H:12]2[OH:19])[CH:7]=1, predict the reactants needed to synthesize it. The reactants are: F[C:2]1[CH:7]=[C:6]([F:8])[CH:5]=[CH:4][C:3]=1[N+:9]([O-:11])=[O:10].[C@@H:12]1([OH:19])[CH2:17][CH2:16][CH2:15][CH2:14][C@@H:13]1[OH:18].C[Si]([N-][Si](C)(C)C)(C)C.[Li+].